Dataset: Forward reaction prediction with 1.9M reactions from USPTO patents (1976-2016). Task: Predict the product of the given reaction. (1) The product is: [CH:1]1([NH:8][C:9]2[S:10][C:13]3([CH2:18][CH2:17][CH2:16][CH2:15][CH2:14]3)[C:19](=[O:20])[N:11]=2)[CH2:7][CH2:6][CH2:5][CH2:4][CH2:3][CH2:2]1. Given the reactants [CH:1]1([NH:8][C:9]([NH2:11])=[S:10])[CH2:7][CH2:6][CH2:5][CH2:4][CH2:3][CH2:2]1.Br[C:13]1([C:19](OC)=[O:20])[CH2:18][CH2:17][CH2:16][CH2:15][CH2:14]1, predict the reaction product. (2) Given the reactants [Cl:1][C:2]1[CH:11]=[C:10]([F:12])[CH:9]=[CH:8][C:3]=1[NH:4][C:5](=[O:7])[CH3:6].[N+:13]([O-])([OH:15])=[O:14].O, predict the reaction product. The product is: [Cl:1][C:2]1[CH:11]=[C:10]([F:12])[C:9]([N+:13]([O-:15])=[O:14])=[CH:8][C:3]=1[NH:4][C:5](=[O:7])[CH3:6].